Dataset: NCI-60 drug combinations with 297,098 pairs across 59 cell lines. Task: Regression. Given two drug SMILES strings and cell line genomic features, predict the synergy score measuring deviation from expected non-interaction effect. Drug 1: CC1=C(C=C(C=C1)NC2=NC=CC(=N2)N(C)C3=CC4=NN(C(=C4C=C3)C)C)S(=O)(=O)N.Cl. Drug 2: COC1=C2C(=CC3=C1OC=C3)C=CC(=O)O2. Cell line: HOP-92. Synergy scores: CSS=3.08, Synergy_ZIP=-0.0372, Synergy_Bliss=1.71, Synergy_Loewe=-1.75, Synergy_HSA=-0.810.